This data is from Full USPTO retrosynthesis dataset with 1.9M reactions from patents (1976-2016). The task is: Predict the reactants needed to synthesize the given product. (1) Given the product [N+:2]([O:4][CH:5]1[CH2:10][CH2:9][N:8]([C:19]([O:20][C@@H:21]2[CH2:25][O:24][C@@H:23]3[C@H:26]([OH:29])[CH2:27][O:28][C@H:22]23)=[O:30])[CH2:7][CH2:6]1)([O-:11])=[O:3], predict the reactants needed to synthesize it. The reactants are: Cl.[N+:2]([O-:11])([O:4][CH:5]1[CH2:10][CH2:9][NH:8][CH2:7][CH2:6]1)=[O:3].C(N(CC)CC)C.[C:19](=O)([O:30]C1C=CC([N+]([O-])=O)=CC=1)[O:20][C@@H:21]1[CH2:25][O:24][C@@H:23]2[C@H:26]([OH:29])[CH2:27][O:28][C@H:22]12. (2) The reactants are: [C:1]1([CH:7]([C:30]2[CH:35]=[CH:34][CH:33]=[CH:32][CH:31]=2)[N:8]2[C:16]3[C:11](=[CH:12][CH:13]=[CH:14][CH:15]=3)[C:10](O)([C:17]3[CH:26]=[CH:25][C:20]4[O:21][CH2:22][CH2:23][O:24][C:19]=4[C:18]=3[OH:27])[C:9]2=[O:29])[CH:6]=[CH:5][CH:4]=[CH:3][CH:2]=1.ClC1C=CC=C2C=1C(O)(C1C(O)=CC3OCCC=3C=1)C(=O)N2C(C1C=CC=CC=1)C1C=CC=CC=1. Given the product [C:1]1([CH:7]([N:8]2[C:16]3[C:11](=[CH:12][CH:13]=[CH:14][CH:15]=3)[CH:10]([C:17]3[CH:26]=[CH:25][C:20]4[O:21][CH2:22][CH2:23][O:24][C:19]=4[C:18]=3[OH:27])[C:9]2=[O:29])[C:30]2[CH:31]=[CH:32][CH:33]=[CH:34][CH:35]=2)[CH:6]=[CH:5][CH:4]=[CH:3][CH:2]=1, predict the reactants needed to synthesize it. (3) Given the product [Cl:1][C:2]1[CH:3]=[C:4]([C@H:9]([N:14]2[C:15](=[O:22])[C:16]3[C:21](=[CH:20][CH:19]=[CH:18][CH:17]=3)[C:13]2=[O:23])[CH2:10][CH3:11])[CH:5]=[CH:6][C:7]=1[Cl:8], predict the reactants needed to synthesize it. The reactants are: [Cl:1][C:2]1[CH:3]=[C:4]([C@@H:9](O)[CH2:10][CH3:11])[CH:5]=[CH:6][C:7]=1[Cl:8].[C:13]1(=[O:23])[C:21]2[C:16](=[CH:17][CH:18]=[CH:19][CH:20]=2)[C:15](=[O:22])[NH:14]1.C1C=CC(P(C2C=CC=CC=2)C2C=CC=CC=2)=CC=1.CC(OC(/N=N/C(OC(C)C)=O)=O)C.[OH-].[Na+]. (4) Given the product [CH3:1][O:2][C:3](=[O:11])[C:4]1[CH:9]=[CH:8][C:7]([N:16]2[CH2:17][CH2:18][N:13]([CH3:12])[CH2:14][CH2:15]2)=[CH:6][CH:5]=1, predict the reactants needed to synthesize it. The reactants are: [CH3:1][O:2][C:3](=[O:11])[C:4]1[CH:9]=[CH:8][C:7](F)=[CH:6][CH:5]=1.[CH3:12][N:13]1[CH2:18][CH2:17][NH:16][CH2:15][CH2:14]1.C(=O)([O-])[O-].[K+].[K+]. (5) Given the product [F:15][C:2]([F:1])([F:14])[C:3]1[CH:12]=[C:11]2[C:6]([CH:7]=[CH:8][N:9]=[CH:10]2)=[C:5]([NH:13][C:25]([NH:24][CH2:23][C:22]2[CH:21]=[CH:20][C:19]([O:18][C:17]([F:16])([F:30])[F:29])=[CH:28][CH:27]=2)=[O:26])[CH:4]=1, predict the reactants needed to synthesize it. The reactants are: [F:1][C:2]([F:15])([F:14])[C:3]1[CH:4]=[C:5]([NH2:13])[C:6]2[CH:7]=[CH:8][N:9]=[CH:10][C:11]=2[CH:12]=1.[F:16][C:17]([F:30])([F:29])[O:18][C:19]1[CH:28]=[CH:27][C:22]([CH2:23][N:24]=[C:25]=[O:26])=[CH:21][CH:20]=1. (6) The reactants are: [CH2:1]([O:3][C:4](=[O:30])[CH:5](N1C2C=CC=CC=2N=N1)[N:6]([CH2:14][C:15]1[CH:20]=[CH:19][CH:18]=[CH:17][CH:16]=1)[CH2:7][C:8]1[CH:13]=[CH:12][CH:11]=[CH:10][CH:9]=1)[CH3:2].[Cl-].[Al+3].[Cl-].[Cl-].[CH3:35][O:36][C:37]1[CH:42]=[CH:41][CH:40]=[C:39]([O:43][CH3:44])[CH:38]=1. Given the product [CH2:1]([O:3][C:4](=[O:30])[CH:5]([N:6]([CH2:14][C:15]1[CH:20]=[CH:19][CH:18]=[CH:17][CH:16]=1)[CH2:7][C:8]1[CH:9]=[CH:10][CH:11]=[CH:12][CH:13]=1)[C:40]1[CH:41]=[CH:42][C:37]([O:36][CH3:35])=[CH:38][C:39]=1[O:43][CH3:44])[CH3:2], predict the reactants needed to synthesize it.